From a dataset of Full USPTO retrosynthesis dataset with 1.9M reactions from patents (1976-2016). Predict the reactants needed to synthesize the given product. (1) Given the product [OH:5][CH2:4][CH2:3][CH2:2][NH:1][C:20](=[O:21])[O:19][CH2:18][C:15]1[CH:16]=[CH:17][CH:12]=[CH:13][CH:14]=1, predict the reactants needed to synthesize it. The reactants are: [NH2:1][CH2:2][CH2:3][CH2:4][OH:5].C([O-])([O-])=O.[Na+].[Na+].[CH:12]1[CH:17]=[CH:16][C:15]([CH2:18][O:19][C:20](Cl)=[O:21])=[CH:14][CH:13]=1.C(Cl)Cl. (2) Given the product [IH:9].[CH3:6][N:1]1[CH2:13][CH2:11][CH2:10][N:3]=[C:2]1[S:7][CH3:8], predict the reactants needed to synthesize it. The reactants are: [N:1]1[CH2:6]CC[NH:3][C:2]=1[SH:7].[CH3:8][I:9].[CH3:10][C:11]([CH3:13])=O. (3) Given the product [Cl:8][C:4]1[CH:5]=[CH:6][CH:7]=[C:2]([Cl:1])[C:3]=1[S:9][CH2:10][C:11]1[C:15]([CH2:16][OH:17])=[C:14]([CH:20]([CH3:22])[CH3:21])[O:13][N:12]=1, predict the reactants needed to synthesize it. The reactants are: [Cl:1][C:2]1[CH:7]=[CH:6][CH:5]=[C:4]([Cl:8])[C:3]=1[S:9][CH2:10][C:11]1[C:15]([C:16](OC)=[O:17])=[C:14]([CH:20]([CH3:22])[CH3:21])[O:13][N:12]=1.[H-].C([Al+]CC(C)C)C(C)C.C1(C)C=CC=CC=1.[C@H](O)(C([O-])=O)[C@@H](O)C([O-])=O.[Na+].[K+]. (4) Given the product [CH3:5][NH:4][C:3]([N:6]1[N:10]=[CH:9][C:8]2([CH2:11][CH2:12][O:13][CH2:14][CH2:15]2)[CH2:7]1)=[N:28][S:25]([C:24]1[N:23]2[C:19]([S:20][CH:21]=[CH:22]2)=[N:18][C:17]=1[Cl:16])(=[O:27])=[O:26], predict the reactants needed to synthesize it. The reactants are: CS[C:3]([N:6]1[N:10]=[CH:9][C:8]2([CH2:15][CH2:14][O:13][CH2:12][CH2:11]2)[CH2:7]1)=[N:4][CH3:5].[Cl:16][C:17]1[N:18]=[C:19]2[N:23]([C:24]=1[S:25]([NH2:28])(=[O:27])=[O:26])[CH:22]=[CH:21][S:20]2. (5) Given the product [C:49]([OH:56])(=[O:55])/[CH:50]=[CH:51]/[C:52]([OH:54])=[O:53].[CH2:24]([NH:23][C:22](=[O:28])[C@H:18]([CH:19]([CH3:21])[CH3:20])[CH2:17][C@H:16]([OH:29])[C@@H:15]([NH2:14])[CH2:30][N:31]1[CH2:36][C:35](=[O:37])[N:34]([C:38]2[CH:43]=[C:42]([F:44])[CH:41]=[CH:40][C:39]=2[CH3:45])[CH2:33][C:32]1([CH3:46])[CH3:47])[CH:25]([CH3:27])[CH3:26].[NH2:85][C@@H:66]([CH2:67][N:68]1[CH2:73][C:72](=[O:74])[N:71]([C:75]2[CH:80]=[C:79]([F:81])[CH:78]=[CH:77][C:76]=2[CH3:82])[CH2:70][C:69]1([CH3:84])[CH3:83])[C@@H:65]([OH:86])[CH2:64][C@@H:63]([CH:87]([CH3:88])[CH3:89])[C:62]([NH:61][CH2:57][CH:58]([CH3:60])[CH3:59])=[O:90], predict the reactants needed to synthesize it. The reactants are: FC(F)(F)C(O)=O.C(OC(=O)[NH:14][C@@H:15]([CH2:30][N:31]1[CH2:36][C:35](=[O:37])[N:34]([C:38]2[CH:43]=[C:42]([F:44])[CH:41]=[CH:40][C:39]=2[CH3:45])[CH2:33][C:32]1([CH3:47])[CH3:46])[C@@H:16]([OH:29])[CH2:17][C@H:18]([C:22](=[O:28])[NH:23][CH2:24][CH:25]([CH3:27])[CH3:26])[CH:19]([CH3:21])[CH3:20])(C)(C)C.[C:49]([OH:56])(=[O:55])/[CH:50]=[CH:51]/[C:52]([OH:54])=[O:53].[CH2:57]([NH:61][C:62](=[O:90])[C@H:63]([CH:87]([CH3:89])[CH3:88])[CH2:64][C@H:65]([OH:86])[C@@H:66]([NH2:85])[CH2:67][N:68]1[CH2:73][C:72](=[O:74])[N:71]([C:75]2[CH:80]=[C:79]([F:81])[CH:78]=[CH:77][C:76]=2[CH3:82])[CH2:70][C:69]1([CH3:84])[CH3:83])[CH:58]([CH3:60])[CH3:59]. (6) Given the product [CH3:45][O:44][C:34]1[CH:35]=[C:36]([CH2:39][CH2:40][C:41]([NH:56][CH2:51][C:52]([CH3:55])([CH3:54])[CH3:53])=[O:42])[CH:37]=[CH:38][C:33]=1[C:30]1[CH:29]=[CH:28][C:27]([C:25]([NH:24][S:21]([C:18]2[CH:19]=[CH:20][C:15]([NH:14][C@@H:5]([CH2:6][S:7][C:8]3[CH:13]=[CH:12][CH:11]=[CH:10][CH:9]=3)[CH2:4][C:3]([N:2]([CH3:50])[CH3:1])=[O:49])=[C:16]([N+:46]([O-:48])=[O:47])[CH:17]=2)(=[O:23])=[O:22])=[O:26])=[CH:32][CH:31]=1, predict the reactants needed to synthesize it. The reactants are: [CH3:1][N:2]([CH3:50])[C:3](=[O:49])[CH2:4][C@@H:5]([NH:14][C:15]1[CH:20]=[CH:19][C:18]([S:21]([NH:24][C:25]([C:27]2[CH:32]=[CH:31][C:30]([C:33]3[CH:38]=[CH:37][C:36]([CH2:39][CH2:40][C:41](O)=[O:42])=[CH:35][C:34]=3[O:44][CH3:45])=[CH:29][CH:28]=2)=[O:26])(=[O:23])=[O:22])=[CH:17][C:16]=1[N+:46]([O-:48])=[O:47])[CH2:6][S:7][C:8]1[CH:13]=[CH:12][CH:11]=[CH:10][CH:9]=1.[CH2:51]([NH2:56])[C:52]([CH3:55])([CH3:54])[CH3:53].CCN=C=NCCCN(C)C.C1C=CC2N(O)N=NC=2C=1.